This data is from Merck oncology drug combination screen with 23,052 pairs across 39 cell lines. The task is: Regression. Given two drug SMILES strings and cell line genomic features, predict the synergy score measuring deviation from expected non-interaction effect. (1) Drug 1: COc1cc(C2c3cc4c(cc3C(OC3OC5COC(C)OC5C(O)C3O)C3COC(=O)C23)OCO4)cc(OC)c1O. Drug 2: CC1(c2nc3c(C(N)=O)cccc3[nH]2)CCCN1. Cell line: SW837. Synergy scores: synergy=0.181. (2) Drug 1: C=CCn1c(=O)c2cnc(Nc3ccc(N4CCN(C)CC4)cc3)nc2n1-c1cccc(C(C)(C)O)n1. Drug 2: CCc1cnn2c(NCc3ccc[n+]([O-])c3)cc(N3CCCCC3CCO)nc12. Cell line: RKO. Synergy scores: synergy=0.895. (3) Drug 1: CC1CC2C3CCC4=CC(=O)C=CC4(C)C3(F)C(O)CC2(C)C1(O)C(=O)CO. Drug 2: CNC(=O)c1cc(Oc2ccc(NC(=O)Nc3ccc(Cl)c(C(F)(F)F)c3)cc2)ccn1. Cell line: VCAP. Synergy scores: synergy=-10.4. (4) Drug 1: CCC1=CC2CN(C1)Cc1c([nH]c3ccccc13)C(C(=O)OC)(c1cc3c(cc1OC)N(C)C1C(O)(C(=O)OC)C(OC(C)=O)C4(CC)C=CCN5CCC31C54)C2. Drug 2: CC1(c2nc3c(C(N)=O)cccc3[nH]2)CCCN1. Cell line: UACC62. Synergy scores: synergy=-4.15.